Dataset: Catalyst prediction with 721,799 reactions and 888 catalyst types from USPTO. Task: Predict which catalyst facilitates the given reaction. (1) Reactant: [F:1][C:2]([F:11])([F:10])[C:3]1[CH:4]=[C:5]([CH:7]=[CH:8][CH:9]=1)[NH2:6].[CH2:12]([N:16]=[C:17]=[S:18])[CH2:13][CH2:14][CH3:15]. Product: [CH2:12]([NH:16][C:17]([NH:6][C:5]1[CH:7]=[CH:8][CH:9]=[C:3]([C:2]([F:10])([F:11])[F:1])[CH:4]=1)=[S:18])[CH2:13][CH2:14][CH3:15]. The catalyst class is: 4. (2) Reactant: [C:1]([O:5][C:6]([NH:8][C@H:9]([C:22]([OH:24])=[O:23])[CH2:10][C:11]1[C:19]2[C:14](=[CH:15][CH:16]=[CH:17][CH:18]=2)[N:13]([CH2:20][CH3:21])[CH:12]=1)=[O:7])([CH3:4])([CH3:3])[CH3:2].[C:25](=O)([O-])[O-].[K+].[K+].IC. Product: [C:1]([O:5][C:6]([NH:8][C@H:9]([C:22]([O:24][CH3:25])=[O:23])[CH2:10][C:11]1[C:19]2[C:14](=[CH:15][CH:16]=[CH:17][CH:18]=2)[N:13]([CH2:20][CH3:21])[CH:12]=1)=[O:7])([CH3:2])([CH3:3])[CH3:4]. The catalyst class is: 3. (3) Reactant: CC1C=CC(S(O[CH2:12][C@@H:13]2[O:18][C:17]3[CH:19]=[C:20]([S:24]([CH3:27])(=[O:26])=[O:25])[CH:21]=[C:22]([Cl:23])[C:16]=3[O:15][CH2:14]2)(=O)=O)=CC=1.[CH3:28][C:29]([CH3:33])([CH3:32])[CH2:30][NH2:31]. Product: [Cl:23][C:22]1[C:16]2[O:15][CH2:14][C@H:13]([CH2:12][NH:31][CH2:30][C:29]([CH3:33])([CH3:32])[CH3:28])[O:18][C:17]=2[CH:19]=[C:20]([S:24]([CH3:27])(=[O:25])=[O:26])[CH:21]=1. The catalyst class is: 10.